This data is from Catalyst prediction with 721,799 reactions and 888 catalyst types from USPTO. The task is: Predict which catalyst facilitates the given reaction. Reactant: [C:1]([C:3]1[CH:8]=[CH:7][CH:6]=[CH:5][C:4]=1[C:9]1[CH:14]=[CH:13][C:12]([CH2:15][C:16]2[C:17](=[O:37])[N:18]([C@H:28]3[CH2:33][CH2:32][C@H:31]([C:34](O)=[O:35])[CH2:30][CH2:29]3)[C:19]3[N:20]([N:25]=[CH:26][N:27]=3)[C:21]=2[CH2:22][CH2:23][CH3:24])=[CH:11][CH:10]=1)#[N:2].[C:38]([NH:41][NH2:42])(=[O:40])[CH3:39].ON1C2C=CC=CC=2N=N1.Cl.C(N=C=NCCCN(C)C)C. Product: [C:38]([NH:41][NH:42][C:34]([C@H:31]1[CH2:30][CH2:29][C@H:28]([N:18]2[C:17](=[O:37])[C:16]([CH2:15][C:12]3[CH:13]=[CH:14][C:9]([C:4]4[CH:5]=[CH:6][CH:7]=[CH:8][C:3]=4[C:1]#[N:2])=[CH:10][CH:11]=3)=[C:21]([CH2:22][CH2:23][CH3:24])[N:20]3[N:25]=[CH:26][N:27]=[C:19]23)[CH2:33][CH2:32]1)=[O:35])(=[O:40])[CH3:39]. The catalyst class is: 434.